This data is from Reaction yield outcomes from USPTO patents with 853,638 reactions. The task is: Predict the reaction yield, written as a fraction of the theoretical maximum amount of product (1.0 means a 100% yield; for example, 0.34 means a 34% yield). (1) The reactants are [OH-:1].[K+].[Cl:3][C:4]1[C:9]([Cl:10])=[CH:8][CH:7]=[CH:6][C:5]=1[CH2:11][N:12]1[C:16]2[CH:17]=[C:18]([N:23]3[CH2:28][CH2:27][O:26][CH2:25][CH2:24]3)[CH:19]=[C:20]([C:21]#[N:22])[C:15]=2[N:14]=[C:13]1[CH3:29].OO. The catalyst is O.C1COCC1. The product is [Cl:3][C:4]1[C:9]([Cl:10])=[CH:8][CH:7]=[CH:6][C:5]=1[CH2:11][N:12]1[C:16]2[CH:17]=[C:18]([N:23]3[CH2:24][CH2:25][O:26][CH2:27][CH2:28]3)[CH:19]=[C:20]([C:21]([NH2:22])=[O:1])[C:15]=2[N:14]=[C:13]1[CH3:29]. The yield is 0.510. (2) The catalyst is O. The yield is 0.590. The reactants are [CH2:1]([O:3][C:4](=[O:15])[CH2:5][C:6]1[CH:11]=C[C:9](F)=[C:8](C#N)[CH:7]=1)[CH3:2].[C:16]([NH:19][OH:20])(=O)[CH3:17].C(=O)([O-])[O-].[K+].[K+].C[N:28](C=O)C. The product is [CH2:1]([O:3][C:4](=[O:15])[CH2:5][C:6]1[CH:7]=[CH:8][C:9]2[O:20][N:19]=[C:16]([NH2:28])[C:17]=2[CH:11]=1)[CH3:2]. (3) The reactants are [C:1]1([C:7]2[O:11][N:10]=[CH:9][C:8]=2[CH2:12][CH2:13][C:14]([OH:16])=[O:15])[CH:6]=[CH:5][CH:4]=[CH:3][CH:2]=1.S(=O)(=O)(O)O.[CH3:22]O. No catalyst specified. The product is [C:1]1([C:7]2[O:11][N:10]=[CH:9][C:8]=2[CH2:12][CH2:13][C:14]([O:16][CH3:22])=[O:15])[CH:2]=[CH:3][CH:4]=[CH:5][CH:6]=1. The yield is 0.960. (4) The reactants are Br[C:2]1[CH:10]=[C:9]([O:11][CH3:12])[CH:8]=[C:7]2[C:3]=1[CH:4]=[N:5][N:6]2[CH:13]1[CH2:18][CH2:17][CH2:16][CH2:15][O:14]1.[CH3:19][N:20](C=O)C. The catalyst is [C-]#N.[C-]#N.[Zn+2].C1C=CC([P]([Pd]([P](C2C=CC=CC=2)(C2C=CC=CC=2)C2C=CC=CC=2)([P](C2C=CC=CC=2)(C2C=CC=CC=2)C2C=CC=CC=2)[P](C2C=CC=CC=2)(C2C=CC=CC=2)C2C=CC=CC=2)(C2C=CC=CC=2)C2C=CC=CC=2)=CC=1. The product is [CH3:12][O:11][C:9]1[CH:10]=[C:2]([C:19]#[N:20])[C:3]2[CH:4]=[N:5][N:6]([CH:13]3[CH2:18][CH2:17][CH2:16][CH2:15][O:14]3)[C:7]=2[CH:8]=1. The yield is 0.860. (5) The reactants are [F:1][C:2]([F:7])([F:6])[C:3]([OH:5])=[O:4].[CH2:8]([S:10]([N:13]1[CH2:18][CH2:17][CH:16]([C:19]2[C:27]3[C:22](=[C:23]([C:43]([NH2:45])=[O:44])[CH:24]=[C:25]([C:28]4[CH:33]=[C:32]([CH2:34][NH:35][CH2:36][C@@H:37]5[CH2:41][CH2:40][CH2:39][O:38]5)[CH:31]=[C:30]([F:42])[CH:29]=4)[CH:26]=3)[NH:21][CH:20]=2)[CH2:15][CH2:14]1)(=[O:12])=[O:11])[CH3:9].O1CCC[C@H]1CN. No catalyst specified. The product is [F:1][C:2]([F:7])([F:6])[C:3]([OH:5])=[O:4].[CH2:8]([S:10]([N:13]1[CH2:14][CH2:15][CH:16]([C:19]2[C:27]3[C:22](=[C:23]([C:43]([NH2:45])=[O:44])[CH:24]=[C:25]([C:28]4[CH:33]=[C:32]([CH2:34][NH:35][CH2:36][C@H:37]5[CH2:41][CH2:40][CH2:39][O:38]5)[CH:31]=[C:30]([F:42])[CH:29]=4)[CH:26]=3)[NH:21][CH:20]=2)[CH2:17][CH2:18]1)(=[O:12])=[O:11])[CH3:9]. The yield is 0.474. (6) The reactants are [Cl:1][C:2]1[C:3]([O:12][C:13]2[CH:18]=[C:17]([OH:19])[CH:16]=[CH:15][C:14]=2/[CH:20]=[CH:21]/[C:22]([O:24][CH2:25][CH3:26])=[O:23])=[N:4][CH:5]=[C:6]([C:8]([F:11])([F:10])[F:9])[CH:7]=1.C(=O)([O-])[O-].[K+].[K+].[I-].[Na+].Br[CH2:36][CH2:37][O:38][CH2:39][CH2:40][O:41][CH3:42].[Cl-].[NH4+]. The catalyst is CN(C)C=O. The product is [Cl:1][C:2]1[C:3]([O:12][C:13]2[CH:18]=[C:17]([O:19][CH2:36][CH2:37][O:38][CH2:39][CH2:40][O:41][CH3:42])[CH:16]=[CH:15][C:14]=2/[CH:20]=[CH:21]/[C:22]([O:24][CH2:25][CH3:26])=[O:23])=[N:4][CH:5]=[C:6]([C:8]([F:9])([F:11])[F:10])[CH:7]=1. The yield is 0.860.